The task is: Predict the product of the given reaction.. This data is from Forward reaction prediction with 1.9M reactions from USPTO patents (1976-2016). (1) Given the reactants FC(F)(F)C(O)=O.[CH3:8][O:9][C:10]1[CH:55]=[CH:54][C:13]([CH2:14][N:15]([CH2:45][C:46]2[CH:51]=[CH:50][C:49]([O:52][CH3:53])=[CH:48][CH:47]=2)[C:16]2[N:21]=[C:20]([CH3:22])[N:19]=[C:18]([C:23]3[CH:24]=[C:25]([C@H:30]([N:32]4[CH2:37][CH2:36][N:35](C(OC(C)(C)C)=O)[CH2:34][CH2:33]4)[CH3:31])[CH:26]=[N:27][C:28]=3[F:29])[N:17]=2)=[CH:12][CH:11]=1.C(=O)(O)[O-].[Na+].C(N(CC)CC)C.[CH3:68][S:69](Cl)(=[O:71])=[O:70], predict the reaction product. The product is: [F:29][C:28]1[C:23]([C:18]2[N:19]=[C:20]([CH3:22])[N:21]=[C:16]([N:15]([CH2:45][C:46]3[CH:51]=[CH:50][C:49]([O:52][CH3:53])=[CH:48][CH:47]=3)[CH2:14][C:13]3[CH:54]=[CH:55][C:10]([O:9][CH3:8])=[CH:11][CH:12]=3)[N:17]=2)=[CH:24][C:25]([C@H:30]([N:32]2[CH2:37][CH2:36][N:35]([S:69]([CH3:68])(=[O:71])=[O:70])[CH2:34][CH2:33]2)[CH3:31])=[CH:26][N:27]=1. (2) Given the reactants [F:1][C:2]1[CH:7]=[CH:6][C:5]([NH:8][C:9]2[CH:14]=[CH:13][N:12]=[C:11]([NH:15][C:16]3[CH:21]=[CH:20][C:19]([S:22]([N:25]([CH3:32])[CH:26]4[CH2:31][CH2:30][NH:29][CH2:28][CH2:27]4)(=[O:24])=[O:23])=[CH:18][CH:17]=3)[N:10]=2)=[CH:4][CH:3]=1.[F:33][C:34]([F:39])([F:38])[CH2:35][CH:36]=O, predict the reaction product. The product is: [F:1][C:2]1[CH:7]=[CH:6][C:5]([NH:8][C:9]2[CH:14]=[CH:13][N:12]=[C:11]([NH:15][C:16]3[CH:17]=[CH:18][C:19]([S:22]([N:25]([CH3:32])[CH:26]4[CH2:31][CH2:30][N:29]([CH2:36][CH2:35][C:34]([F:39])([F:38])[F:33])[CH2:28][CH2:27]4)(=[O:23])=[O:24])=[CH:20][CH:21]=3)[N:10]=2)=[CH:4][CH:3]=1. (3) Given the reactants [CH3:1][C:2]1[CH:3]=[C:4]([CH2:9][CH2:10][CH2:11][NH:12][C:13](=[O:24])[CH2:14][C:15]2[CH:20]=[CH:19][C:18]([OH:21])=[C:17]([O:22][CH3:23])[CH:16]=2)[CH:5]=[CH:6][C:7]=1[CH3:8].C(=O)([O-])[O-].[K+].[K+].Cl[CH2:32][C:33]#[N:34].[I-].[K+], predict the reaction product. The product is: [C:33]([CH2:32][O:21][C:18]1[CH:19]=[CH:20][C:15]([CH2:14][C:13]([NH:12][CH2:11][CH2:10][CH2:9][C:4]2[CH:5]=[CH:6][C:7]([CH3:8])=[C:2]([CH3:1])[CH:3]=2)=[O:24])=[CH:16][C:17]=1[O:22][CH3:23])#[N:34]. (4) Given the reactants [CH2:1]([O:3][CH2:4][N:5]1[CH:9]=[CH:8][N:7]=[C:6]1[Sn](CCCC)(CCCC)CCCC)[CH3:2].Br[C:24]1[S:25][CH:26]=[CH:27][N:28]=1.C([O-])(O)=O.[Na+], predict the reaction product. The product is: [CH2:1]([O:3][CH2:4][N:5]1[CH:9]=[CH:8][N:7]=[C:6]1[C:24]1[S:25][CH:26]=[CH:27][N:28]=1)[CH3:2]. (5) Given the reactants [Cl:1][C:2]1[CH:22]=[C:21]([Cl:23])[CH:20]=[CH:19][C:3]=1[O:4][C:5]1[CH:6]=[C:7]([NH:11][S:12]([C:15]([F:18])([F:17])[F:16])(=[O:14])=[O:13])[CH:8]=[CH:9][CH:10]=1.[CH2:24]([O:26][CH2:27]Cl)[CH3:25].C(=O)([O-])[O-].[K+].[K+], predict the reaction product. The product is: [CH2:24]([O:26][CH2:27][N:11]([C:7]1[CH:8]=[CH:9][CH:10]=[C:5]([O:4][C:3]2[CH:19]=[CH:20][C:21]([Cl:23])=[CH:22][C:2]=2[Cl:1])[CH:6]=1)[S:12]([C:15]([F:17])([F:18])[F:16])(=[O:13])=[O:14])[CH3:25]. (6) Given the reactants Cl[C:2]1[C:7]([O:8][C:9]2[CH:14]=[CH:13][C:12]([F:15])=[CH:11][C:10]=2[F:16])=[CH:6][N:5]=[C:4]([CH2:17][S:18]([CH3:21])(=[O:20])=[O:19])[N:3]=1.[CH3:22][N:23]1[CH:28]=[C:27](B2OC(C)(C)C(C)(C)O2)[CH:26]=[C:25]([CH3:38])[C:24]1=[O:39], predict the reaction product. The product is: [F:16][C:10]1[CH:11]=[C:12]([F:15])[CH:13]=[CH:14][C:9]=1[O:8][C:7]1[C:2]([C:27]2[CH:26]=[C:25]([CH3:38])[C:24](=[O:39])[N:23]([CH3:22])[CH:28]=2)=[N:3][C:4]([CH2:17][S:18]([CH3:21])(=[O:20])=[O:19])=[N:5][CH:6]=1.